Dataset: hERG potassium channel inhibition data for cardiac toxicity prediction from Karim et al.. Task: Regression/Classification. Given a drug SMILES string, predict its toxicity properties. Task type varies by dataset: regression for continuous values (e.g., LD50, hERG inhibition percentage) or binary classification for toxic/non-toxic outcomes (e.g., AMES mutagenicity, cardiotoxicity, hepatotoxicity). Dataset: herg_karim. (1) The molecule is CC(C)(C)NC(=O)C1c2ccccc2C(=O)N1Cc1ccccc1-c1ccc(F)cc1. The result is 0 (non-blocker). (2) The drug is Cc1cn(-c2ccc(-c3cn(CC(=O)Nc4cccc(Cl)c4Cl)nn3)cc2F)cn1. The result is 1 (blocker). (3) The molecule is N#Cc1ccc(S(=O)(=O)NCCN2CC3CN(CCc4ccc(F)cc4)CC(C2)O3)cc1. The result is 0 (non-blocker). (4) The drug is Cc1nnc(-c2ccc(CN3CC(C(=O)N4CCC[C@H]4C#N)[C@@H](N)C3)cc2)o1. The result is 0 (non-blocker). (5) The compound is COc1ccc(S(=O)(=O)N2C[C@H](C(=O)N3CCCNCC3)c3ccccc32)c2ccccc12. The result is 1 (blocker). (6) The result is 1 (blocker). The compound is Cc1onc(-c2ccccc2)c1-c1ccc2cc(CCN3CCC[C@H]3C)ccc2n1. (7) The molecule is CCCCNCC[C@H](O)c1cc2c(Cl)cc(Cl)cc2c2cc(C(F)(F)F)ccc12. The result is 1 (blocker). (8) The result is 0 (non-blocker). The compound is Cc1cccnc1-n1nc(C)c(-c2ccc(OC3CCN(C4CCC4)CC3)cc2)cc1=O. (9) The compound is CC1CN(Cc2ccc(-n3ccnc3C(=O)N3CCC(Nc4cccc(F)c4)CC3)cc2)CC(C)N1. The result is 0 (non-blocker).